This data is from Full USPTO retrosynthesis dataset with 1.9M reactions from patents (1976-2016). The task is: Predict the reactants needed to synthesize the given product. (1) Given the product [F:13][C:12]([F:14])([F:15])[C:8]1[CH:7]=[C:6]([CH:11]=[CH:10][CH:9]=1)[C:5]([NH:4][CH2:3][C:2]([NH:17][C@@H:18]1[CH2:22][CH2:21][N:20]([CH:28]2[CH2:24][CH2:25][N:26]([C:29]([O:31][CH2:32][C:33]3[CH:38]=[CH:37][CH:36]=[CH:35][CH:34]=3)=[O:30])[CH2:27]2)[CH2:19]1)=[O:1])=[O:16], predict the reactants needed to synthesize it. The reactants are: [O:1]=[C:2]([NH:17][C@@H:18]1[CH2:22][CH2:21][NH:20][CH2:19]1)[CH2:3][NH:4][C:5](=[O:16])[C:6]1[CH:11]=[CH:10][CH:9]=[C:8]([C:12]([F:15])([F:14])[F:13])[CH:7]=1.O=[C:24]1[CH2:28][CH2:27][N:26]([C:29]([O:31][CH2:32][C:33]2[CH:38]=[CH:37][CH:36]=[CH:35][CH:34]=2)=[O:30])[CH2:25]1.C(O[BH-](OC(=O)C)OC(=O)C)(=O)C.[Na+].C([O-])(O)=O.[Na+]. (2) Given the product [Cl:1][CH2:2][CH2:3][O:4][C:5]1[CH:6]=[C:7]2[C:12](=[CH:13][CH:14]=1)[N:11]=[CH:10][N:9]([C:15]1[CH:16]=[C:17]([CH:21]=[CH:22][C:23]=1[CH3:24])[C:18]([NH:34][CH2:32][CH3:33])=[O:19])[C:8]2=[O:25], predict the reactants needed to synthesize it. The reactants are: [Cl:1][CH2:2][CH2:3][O:4][C:5]1[CH:6]=[C:7]2[C:12](=[CH:13][CH:14]=1)[N:11]=[CH:10][N:9]([C:15]1[CH:16]=[C:17]([CH:21]=[CH:22][C:23]=1[CH3:24])[C:18](O)=[O:19])[C:8]2=[O:25].C(Cl)(=O)C(Cl)=O.[CH2:32]([NH2:34])[CH3:33].C(N(CC)C(C)C)(C)C.